From a dataset of NCI-60 drug combinations with 297,098 pairs across 59 cell lines. Regression. Given two drug SMILES strings and cell line genomic features, predict the synergy score measuring deviation from expected non-interaction effect. (1) Drug 1: C1CCC(C(C1)N)N.C(=O)(C(=O)[O-])[O-].[Pt+4]. Drug 2: C(CN)CNCCSP(=O)(O)O. Cell line: A498. Synergy scores: CSS=18.6, Synergy_ZIP=0.957, Synergy_Bliss=1.41, Synergy_Loewe=-13.4, Synergy_HSA=0.748. (2) Drug 1: C1CN(CCN1C(=O)CCBr)C(=O)CCBr. Drug 2: CC1C(C(CC(O1)OC2CC(CC3=C2C(=C4C(=C3O)C(=O)C5=C(C4=O)C(=CC=C5)OC)O)(C(=O)CO)O)N)O.Cl. Cell line: RXF 393. Synergy scores: CSS=37.2, Synergy_ZIP=-3.48, Synergy_Bliss=-2.29, Synergy_Loewe=-25.6, Synergy_HSA=-0.672. (3) Drug 1: C1=NNC2=C1C(=O)NC=N2. Drug 2: CC(C)NC(=O)C1=CC=C(C=C1)CNNC.Cl. Cell line: SF-539. Synergy scores: CSS=5.83, Synergy_ZIP=-3.20, Synergy_Bliss=-2.37, Synergy_Loewe=-5.63, Synergy_HSA=-4.35.